Dataset: Forward reaction prediction with 1.9M reactions from USPTO patents (1976-2016). Task: Predict the product of the given reaction. Given the reactants F[C:2]1[CH:7]=[CH:6][C:5]([N+:8]([O-:10])=[O:9])=[CH:4][C:3]=1[O:11][CH3:12].[O:13]1[CH2:16][CH:15]([N:17]2[CH2:22][CH2:21][NH:20][CH2:19][CH2:18]2)[CH2:14]1.C(=O)([O-])[O-].[K+].[K+], predict the reaction product. The product is: [CH3:12][O:11][C:3]1[CH:4]=[C:5]([N+:8]([O-:10])=[O:9])[CH:6]=[CH:7][C:2]=1[N:20]1[CH2:21][CH2:22][N:17]([CH:15]2[CH2:16][O:13][CH2:14]2)[CH2:18][CH2:19]1.